This data is from Full USPTO retrosynthesis dataset with 1.9M reactions from patents (1976-2016). The task is: Predict the reactants needed to synthesize the given product. (1) Given the product [CH:24]1([NH:27][C:28](=[O:29])[NH:30][C:31]2[CH:36]=[CH:35][C:34]([C:2]3[N:3]=[C:4]([N:18]4[CH2:23][CH2:22][O:21][CH2:20][CH2:19]4)[C:5]4[CH2:10][N:9]([C:11]([O:13][C:14]([CH3:17])([CH3:16])[CH3:15])=[O:12])[CH2:8][C:6]=4[N:7]=3)=[C:33]([F:46])[CH:32]=2)[CH2:25][CH2:26]1, predict the reactants needed to synthesize it. The reactants are: Cl[C:2]1[N:3]=[C:4]([N:18]2[CH2:23][CH2:22][O:21][CH2:20][CH2:19]2)[C:5]2[CH2:10][N:9]([C:11]([O:13][C:14]([CH3:17])([CH3:16])[CH3:15])=[O:12])[CH2:8][C:6]=2[N:7]=1.[CH:24]1([NH:27][C:28]([NH:30][C:31]2[CH:36]=[CH:35][C:34](B3OC(C)(C)C(C)(C)O3)=[C:33]([F:46])[CH:32]=2)=[O:29])[CH2:26][CH2:25]1.ClCCl.C(=O)([O-])[O-].[Na+].[Na+]. (2) Given the product [Cl:19][C:20]1[CH:25]=[CH:24][C:23]([O:29][CH3:30])=[C:22]([C:14]2[CH:15]=[CH:16][C:11]([S:8]([C:5]3[CH:6]=[CH:7][C:2]([F:1])=[CH:3][CH:4]=3)(=[O:10])=[O:9])=[CH:12][C:13]=2[CH3:18])[CH:21]=1, predict the reactants needed to synthesize it. The reactants are: [F:1][C:2]1[CH:7]=[CH:6][C:5]([S:8]([C:11]2[CH:16]=[CH:15][C:14](Br)=[C:13]([CH3:18])[CH:12]=2)(=[O:10])=[O:9])=[CH:4][CH:3]=1.[Cl:19][C:20]1[CH:21]=[CH:22][C:23]([O:29][CH3:30])=[C:24](B(O)O)[CH:25]=1.